From a dataset of Full USPTO retrosynthesis dataset with 1.9M reactions from patents (1976-2016). Predict the reactants needed to synthesize the given product. (1) Given the product [CH2:1]([C:3]1[CH:8]=[C:7]([CH:9]=[C:27]([C:26]#[N:30])[C:28]#[N:29])[CH:6]=[CH:5][C:4]=1[N:11]=[C:12]1[S:16][CH2:15][C:14]2([CH2:20][CH2:19][CH2:18][CH2:17]2)[N:13]1[CH:21]1[CH2:25][CH2:24][CH2:23][CH2:22]1)[CH3:2], predict the reactants needed to synthesize it. The reactants are: [CH2:1]([C:3]1[CH:8]=[C:7]([CH:9]=O)[CH:6]=[CH:5][C:4]=1[N:11]=[C:12]1[S:16][CH2:15][C:14]2([CH2:20][CH2:19][CH2:18][CH2:17]2)[N:13]1[CH:21]1[CH2:25][CH2:24][CH2:23][CH2:22]1)[CH3:2].[C:26](#[N:30])[CH2:27][C:28]#[N:29]. (2) Given the product [CH2:19]([O:18][C:16](=[O:17])[CH2:15][O:1][C:2]1[CH:3]=[CH:4][C:5]([C:8](=[O:13])[CH2:9][CH2:10][CH2:11][CH3:12])=[CH:6][CH:7]=1)[CH3:20], predict the reactants needed to synthesize it. The reactants are: [OH:1][C:2]1[CH:7]=[CH:6][C:5]([C:8](=[O:13])[CH2:9][CH2:10][CH2:11][CH3:12])=[CH:4][CH:3]=1.Br[CH2:15][C:16]([O:18][CH2:19][CH3:20])=[O:17].C([O-])([O-])=O.[K+].[K+]. (3) Given the product [NH:26]1[C:30]2[CH:31]=[C:32]([N:35]3[CH:39]([CH:40]4[CH2:45][CH2:44][CH2:43][CH2:42][CH2:41]4)[C:38]([CH3:46])=[C:37]([O:47][CH3:3])[C:36]3=[O:48])[CH:33]=[CH:34][C:29]=2[N:28]=[CH:27]1, predict the reactants needed to synthesize it. The reactants are: [OH-].[K+].[CH3:3]C1C=CC(S(N(N=O)C)(=O)=O)=CC=1.C(O)CO.CCOCC.[NH:26]1[C:30]2[CH:31]=[C:32]([N:35]3[CH:39]([CH:40]4[CH2:45][CH2:44][CH2:43][CH2:42][CH2:41]4)[C:38]([CH3:46])=[C:37]([OH:47])[C:36]3=[O:48])[CH:33]=[CH:34][C:29]=2[N:28]=[CH:27]1. (4) The reactants are: [F:1][C:2]1[CH:3]=[CH:4][C:5]2[N:9]=[C:8]([C@@H:10]([NH2:12])[CH3:11])[N:7]([C:13]3[CH:14]=[N:15][CH:16]=[C:17]([F:19])[CH:18]=3)[C:6]=2[CH:20]=1.Cl[C:22]1[N:30]=[CH:29][N:28]=[C:27]2[C:23]=1[N:24]=[CH:25][N:26]2C1CCCCO1.CCN(C(C)C)C(C)C. Given the product [F:1][C:2]1[CH:3]=[CH:4][C:5]2[N:9]=[C:8]([C@@H:10]([NH:12][C:22]3[N:30]=[CH:29][N:28]=[C:27]4[C:23]=3[N:24]=[CH:25][NH:26]4)[CH3:11])[N:7]([C:13]3[CH:14]=[N:15][CH:16]=[C:17]([F:19])[CH:18]=3)[C:6]=2[CH:20]=1, predict the reactants needed to synthesize it. (5) Given the product [CH:19]([N:23]([CH3:22])[C@@H:2]1[CH2:7][CH2:6][C@H:5]([NH:8][C:9](=[O:11])[O:10][CH2:12][C:4]2[CH:5]=[CH:6][CH:7]=[CH:2][CH:3]=2)[C@H:4]([C:12]2[O:16][N:15]=[C:14]([CH3:17])[N:13]=2)[CH2:3]1)([CH3:21])[CH3:18], predict the reactants needed to synthesize it. The reactants are: N[C@@H:2]1[CH2:7][CH2:6][C@H:5]([NH:8][C:9](=[O:11])[O-:10])[C@H:4]([C:12]2[O:16][N:15]=[C:14]([CH3:17])[N:13]=2)[CH2:3]1.[CH3:18][C:19]([CH3:21])=O.[C:22]([BH3-])#[N:23].[Na+].C=O. (6) The reactants are: FC(F)(F)C(O)=O.[C:8]([O:12][C:13]([N:15]1[C:24]2[C:19](=[CH:20][C:21]([C:25]([F:28])([F:27])[F:26])=[CH:22][CH:23]=2)[C@H:18]([NH:29]C(OC(C)(C)C)=O)[CH2:17][C@@H:16]1[CH:37]1[CH2:39][CH2:38]1)=[O:14])([CH3:11])([CH3:10])[CH3:9].[OH-].[Na+]. Given the product [C:8]([O:12][C:13]([N:15]1[C:24]2[C:19](=[CH:20][C:21]([C:25]([F:27])([F:26])[F:28])=[CH:22][CH:23]=2)[C@H:18]([NH2:29])[CH2:17][C@@H:16]1[CH:37]1[CH2:38][CH2:39]1)=[O:14])([CH3:11])([CH3:9])[CH3:10], predict the reactants needed to synthesize it. (7) Given the product [C:10]([C:12]1[S:13][C:14]([C:17]2[S:18][CH:19]=[CH:20][CH:21]=2)=[CH:15][CH:16]=1)(=[O:49])[CH2:9][CH2:8][CH2:7][CH2:4][CH3:3], predict the reactants needed to synthesize it. The reactants are: CC[CH2:3][CH:4]([C:7]1S[C:10]([C:12]2[S:13][C:14]([C:17]3[S:18][C:19](C4SC(C(CC)CCC)=CC=4)=[CH:20][CH:21]=3)=[CH:15][CH:16]=2)=[CH:9][CH:8]=1)CC.S1C=CC=C1C1SC=CC=1.C(OC(=O)CCCCC)(=[O:49])CCCCC.B(F)(F)F.CCOCC. (8) The reactants are: C([O:3][C:4](=O)[CH2:5][C:6]([C@H:8]1[CH2:13][CH2:12][N:11]([C:14]([O:16][CH3:17])=[O:15])[C@@H:10]([C:18]2[CH:23]=[CH:22][CH:21]=[CH:20][CH:19]=2)[CH2:9]1)=[O:7])C.[OH-].[Na+].[NH2:27]O.Cl. Given the product [O:3]=[C:4]1[CH:5]=[C:6]([C@H:8]2[CH2:13][CH2:12][N:11]([C:14]([O:16][CH3:17])=[O:15])[C@@H:10]([C:18]3[CH:23]=[CH:22][CH:21]=[CH:20][CH:19]=3)[CH2:9]2)[O:7][NH:27]1, predict the reactants needed to synthesize it.